This data is from Catalyst prediction with 721,799 reactions and 888 catalyst types from USPTO. The task is: Predict which catalyst facilitates the given reaction. (1) Reactant: [Cl:1][C:2]1[CH:3]=[C:4]([CH:21]=[CH:22][C:23]=1[Cl:24])[CH2:5][N:6]1[CH2:11][CH2:10][CH:9]([NH:12][C:13](=[O:20])[CH2:14][CH2:15][C:16]([NH:18][NH2:19])=[O:17])[CH2:8][CH2:7]1.[N:25]([C:28]1[CH:37]=[CH:36][C:31]([C:32]([O:34][CH3:35])=[O:33])=[CH:30][CH:29]=1)=[C:26]=S. Product: [Cl:1][C:2]1[CH:3]=[C:4]([CH:21]=[CH:22][C:23]=1[Cl:24])[CH2:5][N:6]1[CH2:7][CH2:8][CH:9]([NH:12][C:13](=[O:20])[CH2:14][CH2:15][C:16]2[O:17][C:26]([NH:25][C:28]3[CH:37]=[CH:36][C:31]([C:32]([O:34][CH3:35])=[O:33])=[CH:30][CH:29]=3)=[N:19][N:18]=2)[CH2:10][CH2:11]1. The catalyst class is: 3. (2) Reactant: [NH2:1][C:2]1[CH:3]=[C:4]2[C:20](=[O:21])[NH:19][N:18]=[CH:17][C:6]3=[C:7]([C:11]4[CH:16]=[CH:15][CH:14]=[CH:13][CH:12]=4)[NH:8][C:9]([CH:10]=1)=[C:5]23.[CH3:22][N:23]([CH3:35])[C@@H:24]([CH2:28][C:29]1[CH:34]=[CH:33][CH:32]=[CH:31][CH:30]=1)[C:25](O)=[O:26].C(N(CC)CC)C.F[P-](F)(F)(F)(F)F.N1(OC(N(C)C)=[N+](C)C)C2N=CC=CC=2N=N1. Product: [CH3:35][N:23]([CH3:22])[C@@H:24]([CH2:28][C:29]1[CH:34]=[CH:33][CH:32]=[CH:31][CH:30]=1)[C:25]([NH:1][C:2]1[CH:3]=[C:4]2[C:20](=[O:21])[NH:19][N:18]=[CH:17][C:6]3=[C:7]([C:11]4[CH:12]=[CH:13][CH:14]=[CH:15][CH:16]=4)[NH:8][C:9]([CH:10]=1)=[C:5]23)=[O:26]. The catalyst class is: 306. (3) Reactant: [C:1]([O:5][C:6]([NH:8][CH:9]1[C:14](=[O:15])[N:13]2[CH:16]([C:19]([OH:21])=O)[CH2:17][S:18][CH:12]2[CH2:11][CH2:10]1)=[O:7])([CH3:4])([CH3:3])[CH3:2].[CH:22]1([NH2:32])[C:31]2[C:26](=[CH:27][CH:28]=[CH:29][CH:30]=2)[CH2:25][CH2:24][CH2:23]1.CN1CCOCC1.C(P1(=O)OP(CCC)(=O)OP(CCC)(=O)O1)CC. Product: [C:1]([O:5][C:6](=[O:7])[NH:8][CH:9]1[C:14](=[O:15])[N:13]2[CH:16]([C:19](=[O:21])[NH:32][CH:22]3[C:31]4[C:26](=[CH:27][CH:28]=[CH:29][CH:30]=4)[CH2:25][CH2:24][CH2:23]3)[CH2:17][S:18][CH:12]2[CH2:11][CH2:10]1)([CH3:2])([CH3:3])[CH3:4]. The catalyst class is: 13. (4) Reactant: FC1C=C([C:12]2[N:17]=[C:16]3[N:18]([CH2:21][C:22]4[CH:23]=[C:24]5[C:29](=[CH:30][CH:31]=4)[N:28]=[CH:27][CH:26]=[CH:25]5)[N:19]=[N:20][C:15]3=[CH:14][CH:13]=2)C=CC=1C(NC)=O.[CH3:32][O:33][C:34]([C:36]1[CH:41]=[CH:40][C:39](B(O)O)=[CH:38][CH:37]=1)=[O:35].C(=O)([O-])[O-].[K+].[K+].O1CCOCC1. Product: [CH3:32][O:33][C:34](=[O:35])[C:36]1[CH:41]=[CH:40][C:39]([C:12]2[N:17]=[C:16]3[N:18]([CH2:21][C:22]4[CH:23]=[C:24]5[C:29](=[CH:30][CH:31]=4)[N:28]=[CH:27][CH:26]=[CH:25]5)[N:19]=[N:20][C:15]3=[CH:14][CH:13]=2)=[CH:38][CH:37]=1. The catalyst class is: 103.